Task: Predict the reaction yield, written as a fraction of the theoretical maximum amount of product (1.0 means a 100% yield; for example, 0.34 means a 34% yield).. Dataset: Reaction yield outcomes from USPTO patents with 853,638 reactions (1) The reactants are Br[C:2]1[CH:15]=[CH:14][C:13]2[C:12]3[C:7](=[CH:8][C:9](C4C=CC5C(=CC=CC=5)C=4)=[CH:10][CH:11]=3)[CH:6]=[CH:5][C:4]=2[CH:3]=1.[CH3:26][CH2:27][CH2:28][CH2:29][CH2:30][CH3:31].[CH2:32]([Li])[CH2:33][CH2:34][CH3:35].C([O:40][B:41](OC(C)C)[O:42]C(C)C)(C)C.Cl. The catalyst is C1(C)C=CC=CC=1.C1COCC1. The product is [CH:28]1[C:27]2[C:32](=[CH:33][CH:34]=[CH:35][CH:26]=2)[CH:31]=[CH:30][C:29]=1[C:9]1[CH:8]=[C:7]2[C:6]([C:5]3[CH:14]=[CH:15][C:2]([B:41]([OH:42])[OH:40])=[CH:3][C:4]=3[CH:13]=[CH:12]2)=[CH:11][CH:10]=1. The yield is 0.620. (2) The reactants are [OH:1][C:2]1[CH:7]=[CH:6][C:5]([C:8]2[N:13]=[C:12]([C:14]([O:16][CH2:17][CH3:18])=[O:15])[CH:11]=[CH:10][CH:9]=2)=[CH:4][CH:3]=1.Br[CH2:20][C:21]1[CH:26]=[CH:25][CH:24]=[C:23]([F:27])[CH:22]=1.C(=O)([O-])[O-].[K+].[K+]. No catalyst specified. The product is [F:27][C:23]1[CH:22]=[C:21]([CH2:20][O:1][C:2]2[CH:3]=[CH:4][C:5]([C:8]3[N:13]=[C:12]([C:14]([O:16][CH2:17][CH3:18])=[O:15])[CH:11]=[CH:10][CH:9]=3)=[CH:6][CH:7]=2)[CH:26]=[CH:25][CH:24]=1. The yield is 0.760. (3) The reactants are [NH2:1][C:2]1[CH:7]=[C:6]([CH2:8][C@H:9]2[C:12](=[O:13])[N:11]([C:14](=[O:24])[NH:15][C@@H:16]([C:18]3[CH:23]=[CH:22][CH:21]=[CH:20][CH:19]=3)[CH3:17])[C@@H:10]2[C:25]([O:27][CH2:28][C:29]2[CH:34]=[CH:33][CH:32]=[CH:31][CH:30]=2)=[O:26])[CH:5]=[CH:4][N:3]=1.N1C=CC=CC=1.Cl[C:42]([O:44][CH2:45][CH2:46][CH2:47][CH2:48][CH2:49][CH3:50])=[O:43]. The catalyst is C(Cl)Cl. The product is [CH2:45]([O:44][C:42]([NH:1][C:2]1[CH:7]=[C:6]([CH2:8][C@H:9]2[C:12](=[O:13])[N:11]([C:14](=[O:24])[NH:15][C@@H:16]([C:18]3[CH:23]=[CH:22][CH:21]=[CH:20][CH:19]=3)[CH3:17])[C@@H:10]2[C:25]([O:27][CH2:28][C:29]2[CH:34]=[CH:33][CH:32]=[CH:31][CH:30]=2)=[O:26])[CH:5]=[CH:4][N:3]=1)=[O:43])[CH2:46][CH2:47][CH2:48][CH2:49][CH3:50]. The yield is 0.920. (4) The reactants are [Br:1][C:2]1[N:7]=[C:6]([C:8](OC)=[O:9])[C:5]([NH:12][CH2:13][CH:14]2[CH2:17][CH2:16][O:15]2)=[CH:4][C:3]=1[F:18].[NH3:19]. No catalyst specified. The product is [Br:1][C:2]1[N:7]=[C:6]([C:8]([NH2:19])=[O:9])[C:5]([NH:12][CH2:13][CH:14]2[CH2:17][CH2:16][O:15]2)=[CH:4][C:3]=1[F:18]. The yield is 0.950. (5) The reactants are [Br:1]N1C(=O)CCC1=O.[C:9]([CH2:15][C:16]#[N:17])(=[O:14])[C:10]([CH3:13])([CH3:12])[CH3:11]. The catalyst is C(Cl)(Cl)(Cl)Cl. The product is [Br:1][CH:15]([C:9](=[O:14])[C:10]([CH3:13])([CH3:12])[CH3:11])[C:16]#[N:17]. The yield is 0.879. (6) The reactants are [CH2:1]([C:15]1[CH:20]=[CH:19][C:18]([S:21](Cl)(=[O:23])=[O:22])=[CH:17][CH:16]=1)[CH2:2][CH2:3][CH2:4][CH2:5][CH2:6][CH2:7][CH2:8][CH2:9][CH2:10][CH2:11][CH2:12][CH2:13][CH3:14].[S:25]1[CH:29]=[N:28][N:27]=[C:26]1[NH2:30].Cl. The catalyst is N1C=CC=CC=1. The product is [CH2:1]([C:15]1[CH:20]=[CH:19][C:18]([S:21]([NH:30][C:26]2[S:25][CH:29]=[N:28][N:27]=2)(=[O:23])=[O:22])=[CH:17][CH:16]=1)[CH2:2][CH2:3][CH2:4][CH2:5][CH2:6][CH2:7][CH2:8][CH2:9][CH2:10][CH2:11][CH2:12][CH2:13][CH3:14]. The yield is 0.470.